This data is from Reaction yield outcomes from USPTO patents with 853,638 reactions. The task is: Predict the reaction yield, written as a fraction of the theoretical maximum amount of product (1.0 means a 100% yield; for example, 0.34 means a 34% yield). (1) The reactants are [Li]CCCC.[CH3:6][Si:7]([CH3:29])([CH3:28])[CH2:8][CH2:9][O:10][CH2:11][C:12]1[S:13][CH:14]=[CH:15][C:16]=1[S:17]([NH:20][C:21]1[O:25][N:24]=[C:23]([CH3:26])[C:22]=1[CH3:27])(=[O:19])=[O:18].[CH:30](=[O:37])[C:31]1[CH:36]=[CH:35][CH:34]=[CH:33][CH:32]=1. The catalyst is C1COCC1. The product is [CH3:6][Si:7]([CH3:28])([CH3:29])[CH2:8][CH2:9][O:10][CH2:11][C:12]1([CH:30]([OH:37])[C:31]2[CH:36]=[CH:35][CH:34]=[CH:33][CH:32]=2)[CH:16]([S:17]([NH:20][C:21]2[O:25][N:24]=[C:23]([CH3:26])[C:22]=2[CH3:27])(=[O:18])=[O:19])[CH:15]=[CH:14][S:13]1. The yield is 0.900. (2) The reactants are [Cl-].O[NH3+:3].[C:4](=[O:7])([O-])[OH:5].[Na+].CS(C)=O.[CH:13]1([C:16]2[C:21](=[O:22])[N:20]([CH2:23][C:24]3[CH:29]=[CH:28][C:27]([C:30]4[C:31]([C:36]#[N:37])=[CH:32][CH:33]=[CH:34][CH:35]=4)=[CH:26][CH:25]=3)[C:19]([CH2:38][CH2:39][CH3:40])=[N:18][C:17]=2[CH2:41][CH3:42])[CH2:15][CH2:14]1. The catalyst is O. The product is [CH:13]1([C:16]2[C:21](=[O:22])[N:20]([CH2:23][C:24]3[CH:29]=[CH:28][C:27]([C:30]4[CH:35]=[CH:34][CH:33]=[CH:32][C:31]=4[C:36]4[NH:3][C:4](=[O:7])[O:5][N:37]=4)=[CH:26][CH:25]=3)[C:19]([CH2:38][CH2:39][CH3:40])=[N:18][C:17]=2[CH2:41][CH3:42])[CH2:14][CH2:15]1. The yield is 0.420. (3) The reactants are Cl[CH:2]([C:7](=O)[CH2:8][C:9]1[CH:14]=[CH:13][CH:12]=[CH:11][CH:10]=1)[C:3]([O:5][CH3:6])=[O:4].[CH:16]([O-:18])=O.[NH4+:19]. The catalyst is C(O)=O. The product is [CH2:8]([C:7]1[N:19]=[CH:16][O:18][C:2]=1[C:3]([O:5][CH3:6])=[O:4])[C:9]1[CH:14]=[CH:13][CH:12]=[CH:11][CH:10]=1. The yield is 0.140. (4) The reactants are [N:1]12[CH2:8][CH2:7][C:4]([CH:9]=[O:10])([CH2:5][CH2:6]1)[CH2:3][CH2:2]2.N1CCCCC1.[NH2:17][C:18]1[C:27](O)=[CH:26][CH:25]=[CH:24][C:19]=1[C:20]([O:22][CH3:23])=[O:21]. The catalyst is [Ag-]=O.CO. The product is [N:1]12[CH2:8][CH2:7][C:4]([C:9]3[O:10][C:27]4[C:18](=[C:19]([C:20]([O:22][CH3:23])=[O:21])[CH:24]=[CH:25][CH:26]=4)[N:17]=3)([CH2:5][CH2:6]1)[CH2:3][CH2:2]2. The yield is 0.170. (5) The reactants are [F:1][CH2:2][C:3]1([C:17]([O:19][CH2:20][C:21]2[CH:26]=[CH:25][CH:24]=[CH:23][CH:22]=2)=[O:18])[CH2:8][CH2:7][C:6](OS(C(F)(F)F)(=O)=O)=[CH:5][CH2:4]1.CCN(C(C)C)C(C)C. The catalyst is CO.CN(C)C=O.C1C=CC([P]([Pd]([P](C2C=CC=CC=2)(C2C=CC=CC=2)C2C=CC=CC=2)([P](C2C=CC=CC=2)(C2C=CC=CC=2)C2C=CC=CC=2)[P](C2C=CC=CC=2)(C2C=CC=CC=2)C2C=CC=CC=2)(C2C=CC=CC=2)C2C=CC=CC=2)=CC=1. The product is [F:1][CH2:2][C:3]1([C:17]([O:19][CH2:20][C:21]2[CH:26]=[CH:25][CH:24]=[CH:23][CH:22]=2)=[O:18])[CH2:8][CH2:7][C:6]([C:17]([O:19][CH3:20])=[O:18])=[CH:5][CH2:4]1. The yield is 0.410.